This data is from Forward reaction prediction with 1.9M reactions from USPTO patents (1976-2016). The task is: Predict the product of the given reaction. (1) Given the reactants [CH3:1][N:2]1[CH:6]=[C:5]([C:7]2[CH:31]=[CH:30][C:10]3[N:11]([C:14]4[CH:15]=[C:16]([NH:26]C(=O)C)[CH:17]=[C:18]([C:20]5[O:21][C:22]([CH3:25])=[CH:23][CH:24]=5)[CH:19]=4)[CH:12]=[N:13][C:9]=3[CH:8]=2)[CH:4]=[N:3]1.[CH:32]1([S:35](Cl)(=[O:37])=[O:36])[CH2:34][CH2:33]1, predict the reaction product. The product is: [CH3:1][N:2]1[CH:6]=[C:5]([C:7]2[CH:31]=[CH:30][C:10]3[N:11]([C:14]4[CH:15]=[C:16]([NH:26][S:35]([CH:32]5[CH2:34][CH2:33]5)(=[O:37])=[O:36])[CH:17]=[C:18]([C:20]5[O:21][C:22]([CH3:25])=[CH:23][CH:24]=5)[CH:19]=4)[CH:12]=[N:13][C:9]=3[CH:8]=2)[CH:4]=[N:3]1. (2) Given the reactants Br[C:2]1[CH:19]=[CH:18][C:5]([CH2:6][C:7]2([C:13]([O:15][CH2:16][CH3:17])=[O:14])[CH2:11][CH2:10][C:9](=[O:12])[NH:8]2)=[CH:4][CH:3]=1.Br[C:21]1[CH:26]=[CH:25][C:24]([F:27])=[CH:23][N:22]=1.C[Sn](C)C.C[Sn](C)C.[F-].[Cs+], predict the reaction product. The product is: [F:27][C:24]1[CH:25]=[CH:26][C:21]([C:2]2[CH:19]=[CH:18][C:5]([CH2:6][C:7]3([C:13]([O:15][CH2:16][CH3:17])=[O:14])[CH2:11][CH2:10][C:9](=[O:12])[NH:8]3)=[CH:4][CH:3]=2)=[N:22][CH:23]=1.